Dataset: Full USPTO retrosynthesis dataset with 1.9M reactions from patents (1976-2016). Task: Predict the reactants needed to synthesize the given product. (1) Given the product [Cl:1][C:2]1[CH:7]=[CH:6][C:5]([CH:8]([C:20]2[CH:25]=[CH:24][C:23]([Cl:26])=[CH:22][CH:21]=2)[C:9]2[CH:10]=[C:11]3[C:16](=[CH:17][CH:18]=2)[N:15]=[CH:14][N:13]=[C:12]3[NH:29][CH:30]2[CH2:35][CH2:34][N:33]([C:36]3[CH:41]=[CH:40][C:39]([CH2:42][C:43]([O:45][CH3:46])=[O:44])=[CH:38][CH:37]=3)[CH2:32][CH2:31]2)=[CH:4][CH:3]=1, predict the reactants needed to synthesize it. The reactants are: [Cl:1][C:2]1[CH:7]=[CH:6][C:5]([CH:8]([C:20]2[CH:25]=[CH:24][C:23]([Cl:26])=[CH:22][CH:21]=2)[C:9]2[CH:10]=[C:11]3[C:16](=[CH:17][CH:18]=2)[N:15]=[CH:14][N:13]=[C:12]3Cl)=[CH:4][CH:3]=1.Cl.Cl.[NH2:29][CH:30]1[CH2:35][CH2:34][N:33]([C:36]2[CH:41]=[CH:40][C:39]([CH2:42][C:43]([O:45][CH3:46])=[O:44])=[CH:38][CH:37]=2)[CH2:32][CH2:31]1.CC(O)C. (2) The reactants are: [Br:1][C:2]1[CH:3]=[C:4]([C:15]([O:17]CC)=[O:16])[C:5]2[CH:6]=[CH:7][N:8]([CH:11]3[CH2:14][CH2:13][CH2:12]3)[C:9]=2[CH:10]=1.[OH-].[Na+]. Given the product [Br:1][C:2]1[CH:3]=[C:4]([C:15]([OH:17])=[O:16])[C:5]2[CH:6]=[CH:7][N:8]([CH:11]3[CH2:12][CH2:13][CH2:14]3)[C:9]=2[CH:10]=1, predict the reactants needed to synthesize it. (3) Given the product [C:18]([N:8]1[C:9]([C:10]2[CH:15]=[CH:14][C:13]([O:16][CH3:17])=[CH:12][CH:11]=2)=[C:5]([C:3]2[N:22]=[C:23]([CH2:24][C:25]([O:27][CH2:28][CH3:30])=[O:26])[S:29][CH:2]=2)[CH:6]=[N:7]1)([CH3:21])([CH3:20])[CH3:19], predict the reactants needed to synthesize it. The reactants are: Br[CH2:2][C:3]([C:5]1[CH:6]=[N:7][N:8]([C:18]([CH3:21])([CH3:20])[CH3:19])[C:9]=1[C:10]1[CH:15]=[CH:14][C:13]([O:16][CH3:17])=[CH:12][CH:11]=1)=O.[NH2:22][C:23](=[S:29])[CH2:24][C:25]([O:27][CH3:28])=[O:26].[CH3:30]CO. (4) The reactants are: [NH2:1][C:2]1[C:7]([CH3:8])=[CH:6][C:5]([Cl:9])=[CH:4][C:3]=1[C:10]([C:12]1[CH:17]=[CH:16][CH:15]=[CH:14][CH:13]=1)=[O:11].Cl[C:19](=[O:25])[CH2:20][C:21]([O:23][CH3:24])=[O:22]. Given the product [CH3:24][O:23][C:21](=[O:22])[CH2:20][C:19]([NH:1][C:2]1[C:7]([CH3:8])=[CH:6][C:5]([Cl:9])=[CH:4][C:3]=1[C:10](=[O:11])[C:12]1[CH:17]=[CH:16][CH:15]=[CH:14][CH:13]=1)=[O:25], predict the reactants needed to synthesize it. (5) The reactants are: FC(F)(F)C([NH:5][CH2:6][C:7]1[CH:12]=[CH:11][C:10]([F:13])=[C:9]([CH:14]2[CH2:19][CH2:18][N:17]([C:20]([C:22]3[C:30]4[C:25](=[C:26]([CH3:31])[N:27]=[CH:28][CH:29]=4)[N:24]([CH2:32][CH2:33][O:34][CH3:35])[CH:23]=3)=[O:21])[CH2:16][CH2:15]2)[CH:8]=1)=O.[OH-].[Na+]. Given the product [NH2:5][CH2:6][C:7]1[CH:12]=[CH:11][C:10]([F:13])=[C:9]([CH:14]2[CH2:19][CH2:18][N:17]([C:20]([C:22]3[C:30]4[C:25](=[C:26]([CH3:31])[N:27]=[CH:28][CH:29]=4)[N:24]([CH2:32][CH2:33][O:34][CH3:35])[CH:23]=3)=[O:21])[CH2:16][CH2:15]2)[CH:8]=1, predict the reactants needed to synthesize it. (6) Given the product [C:1]([O:5][C:6]([N:8]1[CH2:14][CH2:13][CH2:12][C@H:11]([N:15]([CH2:18][C:19]2[CH:20]=[C:21]([C:29]([F:31])([F:32])[F:30])[CH:22]=[C:23]([C:25]([F:28])([F:27])[F:26])[CH:24]=2)[C:16]2[N:43]=[N:44][NH:45][N:17]=2)[C:10]2[CH:33]=[C:34]([CH2:41][CH3:42])[C:35]([C:37]([F:40])([F:38])[F:39])=[CH:36][C:9]1=2)=[O:7])([CH3:4])([CH3:3])[CH3:2], predict the reactants needed to synthesize it. The reactants are: [C:1]([O:5][C:6]([N:8]1[CH2:14][CH2:13][CH2:12][C@H:11]([N:15]([CH2:18][C:19]2[CH:24]=[C:23]([C:25]([F:28])([F:27])[F:26])[CH:22]=[C:21]([C:29]([F:32])([F:31])[F:30])[CH:20]=2)[C:16]#[N:17])[C:10]2[CH:33]=[C:34]([CH2:41][CH3:42])[C:35]([C:37]([F:40])([F:39])[F:38])=[CH:36][C:9]1=2)=[O:7])([CH3:4])([CH3:3])[CH3:2].[N:43]([Sn](CCCC)(CCCC)CCCC)=[N+:44]=[N-:45]. (7) The reactants are: [F:1][C:2]([F:53])([F:52])[C:3]1[CH:8]=[CH:7][C:6]([C:9]2[C:10]([C:15]([NH:17][C:18]3[CH:19]=[C:20]4[C:24](=[CH:25][CH:26]=3)[N:23]([CH2:27][C:28]3[N:32]=[CH:31][N:30](C(C5C=CC=CC=5)(C5C=CC=CC=5)C5C=CC=CC=5)[N:29]=3)[CH2:22][CH2:21]4)=[O:16])=[CH:11][CH:12]=[CH:13][CH:14]=2)=[CH:5][CH:4]=1.Cl.C(OCC)(=O)C.O. Given the product [NH:30]1[CH:31]=[N:32][C:28]([CH2:27][N:23]2[C:24]3[C:20](=[CH:19][C:18]([NH:17][C:15]([C:10]4[C:9]([C:6]5[CH:5]=[CH:4][C:3]([C:2]([F:53])([F:1])[F:52])=[CH:8][CH:7]=5)=[CH:14][CH:13]=[CH:12][CH:11]=4)=[O:16])=[CH:26][CH:25]=3)[CH2:21][CH2:22]2)=[N:29]1, predict the reactants needed to synthesize it. (8) Given the product [C:20]([C:19]1[CH:22]=[C:23]([CH3:24])[C:16]([N:13]2[CH2:14][CH2:15][N:10]([C:8]([C:5]3[CH:4]=[CH:3][C:2]([N:27]4[CH2:28][CH2:29][O:25][C:26]4=[O:30])=[N:7][CH:6]=3)=[O:9])[CH2:11][CH2:12]2)=[N:17][CH:18]=1)#[N:21], predict the reactants needed to synthesize it. The reactants are: Br[C:2]1[N:7]=[CH:6][C:5]([C:8]([N:10]2[CH2:15][CH2:14][N:13]([C:16]3[C:23]([CH3:24])=[CH:22][C:19]([C:20]#[N:21])=[CH:18][N:17]=3)[CH2:12][CH2:11]2)=[O:9])=[CH:4][CH:3]=1.[O:25]1[CH2:29][CH2:28][NH:27][C:26]1=[O:30].